From a dataset of Catalyst prediction with 721,799 reactions and 888 catalyst types from USPTO. Predict which catalyst facilitates the given reaction. (1) Reactant: [H-].[Na+].[Br:3][C:4]1[CH:5]=[C:6]([C:10]2[N:14]=[CH:13][NH:12][N:11]=2)[CH:7]=[CH:8][CH:9]=1.I[CH2:16][CH2:17][CH3:18].O. Product: [Br:3][C:4]1[CH:5]=[C:6]([C:10]2[N:14]=[CH:13][N:12]([CH2:16][CH2:17][CH3:18])[N:11]=2)[CH:7]=[CH:8][CH:9]=1. The catalyst class is: 3. (2) The catalyst class is: 28. Product: [CH2:12]([CH2:9][CH2:8][O:7][SiH:4]([CH3:5])[CH3:6])[CH:11]=[CH2:10]. Reactant: O([Si:4]([O:7][CH2:8][CH3:9])([CH3:6])[CH3:5])CC.[CH2:10]([Mg]Br)[CH:11]=[CH2:12]. (3) Reactant: [NH2:1][C:2]1[C:7]([O:8][CH2:9][C:10]2[CH:15]=[CH:14][CH:13]=[CH:12][CH:11]=2)=[CH:6][CH:5]=[CH:4][N:3]=1.Cl[CH:17]([C:23]([CH3:25])=O)[C:18]([O:20][CH2:21][CH3:22])=[O:19]. Product: [CH2:9]([O:8][C:7]1[C:2]2[N:3]([C:17]([C:18]([O:20][CH2:21][CH3:22])=[O:19])=[C:23]([CH3:25])[N:1]=2)[CH:4]=[CH:5][CH:6]=1)[C:10]1[CH:11]=[CH:12][CH:13]=[CH:14][CH:15]=1. The catalyst class is: 8.